This data is from Forward reaction prediction with 1.9M reactions from USPTO patents (1976-2016). The task is: Predict the product of the given reaction. (1) Given the reactants B.O1CCCC1.[CH:7]1([CH2:11][NH:12][C:13](=O)[C:14]2[C:19]([CH:20]([CH3:22])[CH3:21])=[CH:18][C:17]([NH:23][C:24]3[CH:25]=[C:26]([CH3:30])[CH:27]=[CH:28][CH:29]=3)=[N:16][CH:15]=2)[CH2:10][CH2:9][CH2:8]1.CO.Cl, predict the reaction product. The product is: [CH:7]1([CH2:11][NH:12][CH2:13][C:14]2[C:19]([CH:20]([CH3:22])[CH3:21])=[CH:18][C:17]([NH:23][C:24]3[CH:25]=[C:26]([CH3:30])[CH:27]=[CH:28][CH:29]=3)=[N:16][CH:15]=2)[CH2:10][CH2:9][CH2:8]1. (2) Given the reactants [CH3:1][C:2]1[C:7]([N:8]2[CH:12]=[N:11][N:10]=[N:9]2)=[CH:6][CH:5]=[CH:4][C:3]=1[CH2:13][C:14]([O:16]C)=[O:15].[OH-].[Na+].Cl, predict the reaction product. The product is: [CH3:1][C:2]1[C:7]([N:8]2[CH:12]=[N:11][N:10]=[N:9]2)=[CH:6][CH:5]=[CH:4][C:3]=1[CH2:13][C:14]([OH:16])=[O:15]. (3) Given the reactants [N:1]1[C:14]2[C:5](=[C:6]3[C:11](=[CH:12][CH:13]=2)[CH2:10][CH2:9][CH:8]([CH2:15][OH:16])[O:7]3)[CH:4]=[CH:3][CH:2]=1.[C:17]1([CH3:27])[CH:22]=[CH:21][C:20]([S:23](Cl)(=[O:25])=[O:24])=[CH:19][CH:18]=1.C(N(CC)C(C)C)(C)C, predict the reaction product. The product is: [N:1]1[C:14]2[C:5](=[C:6]3[C:11](=[CH:12][CH:13]=2)[CH2:10][CH2:9][CH:8]([CH2:15][O:16][S:23]([C:20]2[CH:21]=[CH:22][C:17]([CH3:27])=[CH:18][CH:19]=2)(=[O:25])=[O:24])[O:7]3)[CH:4]=[CH:3][CH:2]=1. (4) Given the reactants F[C:2]1[CH:7]=[CH:6][C:5]([C:8](=[O:10])[CH3:9])=[C:4]([C:11]([F:14])([F:13])[F:12])[CH:3]=1.[NH:15]1[CH2:20][CH2:19][NH:18][CH2:17][CH2:16]1, predict the reaction product. The product is: [N:15]1([C:2]2[CH:7]=[CH:6][C:5]([C:8](=[O:10])[CH3:9])=[C:4]([C:11]([F:14])([F:13])[F:12])[CH:3]=2)[CH2:20][CH2:19][NH:18][CH2:17][CH2:16]1. (5) Given the reactants O=[C:2]1[NH:11][C:10]2[C:5](=[CH:6][CH:7]=[C:8]([C:12]#[N:13])[CH:9]=2)[N:4]=[CH:3]1.P(Cl)(Cl)([Cl:16])=O, predict the reaction product. The product is: [Cl:16][C:2]1[CH:3]=[N:4][C:5]2[C:10]([N:11]=1)=[CH:9][C:8]([C:12]#[N:13])=[CH:7][CH:6]=2.